From a dataset of Full USPTO retrosynthesis dataset with 1.9M reactions from patents (1976-2016). Predict the reactants needed to synthesize the given product. (1) Given the product [F:31][C:32]1[CH:33]=[C:34]([C@H:40]([C:42]2[CH:46]=[CH:45][N:44]([CH3:47])[N:43]=2)[NH:41][C:3]([C:2]2[CH:5]=[C:22]3[C:16](=[CH:17][CH:18]=2)[CH:29]=[N:27][C:28]([NH:6][CH:7]2[CH2:11][CH2:10][O:9][CH2:8]2)=[CH:24]3)=[O:4])[CH:35]=[CH:36][C:37]=1[O:38][CH3:39], predict the reactants needed to synthesize it. The reactants are: N[C@@H:2]([CH3:5])[CH2:3][OH:4].[NH2:6][CH:7]1[CH2:11][CH2:10][O:9][CH2:8]1.Cl.FC1C=[C:16]([C@@H:22]([C:24]2C=N[N:27]([CH3:29])[CH:28]=2)N)[CH:17]=[CH:18]C=1OC.Cl.[F:31][C:32]1[CH:33]=[C:34]([C@@H:40]([C:42]2[CH:46]=[CH:45][N:44]([CH3:47])[N:43]=2)[NH2:41])[CH:35]=[CH:36][C:37]=1[O:38][CH3:39]. (2) Given the product [Cl:1][C:2]1[CH:3]=[CH:4][C:5]([CH:8]2[CH2:12][N:11]([C:13]([CH:15]3[CH2:20][CH2:19][N:18]([CH2:40][CH:37]4[CH2:39][CH2:38]4)[CH2:17][CH2:16]3)=[O:14])[CH2:10][CH:9]2[N:21]([CH3:36])[C:22](=[O:35])[C:23]2[CH:28]=[CH:27][C:26]([O:29][CH3:30])=[C:25]([C:31]([F:33])([F:32])[F:34])[CH:24]=2)=[CH:6][CH:7]=1, predict the reactants needed to synthesize it. The reactants are: [Cl:1][C:2]1[CH:7]=[CH:6][C:5]([CH:8]2[CH2:12][N:11]([C:13]([CH:15]3[CH2:20][CH2:19][NH:18][CH2:17][CH2:16]3)=[O:14])[CH2:10][CH:9]2[N:21]([CH3:36])[C:22](=[O:35])[C:23]2[CH:28]=[CH:27][C:26]([O:29][CH3:30])=[C:25]([C:31]([F:34])([F:33])[F:32])[CH:24]=2)=[CH:4][CH:3]=1.[CH:37]1([CH:40]=O)[CH2:39][CH2:38]1. (3) Given the product [C:29]([N:18]1[C:17](=[O:33])[C:16]([NH:15][CH2:14][CH2:13][CH2:12][O:11][C:40]2[CH:41]=[CH:42][C:37]([CH:34]([CH3:36])[CH3:35])=[CH:38][CH:39]=2)=[C:20]([C:21]2[CH:26]=[CH:25][CH:24]=[CH:23][CH:22]=2)[S:19]1(=[O:27])=[O:28])([CH3:31])([CH3:32])[CH3:30], predict the reactants needed to synthesize it. The reactants are: CC1C=CC(S([O:11][CH2:12][CH2:13][CH2:14][NH:15][C:16]2[C:17](=[O:33])[N:18]([C:29]([CH3:32])([CH3:31])[CH3:30])[S:19](=[O:28])(=[O:27])[C:20]=2[C:21]2[CH:26]=[CH:25][CH:24]=[CH:23][CH:22]=2)(=O)=O)=CC=1.[CH:34]([C:37]1[CH:42]=[CH:41][C:40](O)=[CH:39][CH:38]=1)([CH3:36])[CH3:35]. (4) The reactants are: [N+:1]([C:4]1[CH:9]=[C:8]([O:10][C:11]2[CH:16]=[CH:15][CH:14]=[CH:13][CH:12]=2)[CH:7]=[CH:6][C:5]=1[NH2:17])([O-:3])=[O:2].[Br:18]Br.S([O-])([O-])(=O)=S.[Na+].[Na+]. Given the product [Br:18][C:6]1[CH:7]=[C:8]([O:10][C:11]2[CH:16]=[CH:15][CH:14]=[CH:13][CH:12]=2)[CH:9]=[C:4]([N+:1]([O-:3])=[O:2])[C:5]=1[NH2:17], predict the reactants needed to synthesize it.